Dataset: Catalyst prediction with 721,799 reactions and 888 catalyst types from USPTO. Task: Predict which catalyst facilitates the given reaction. Reactant: [Cl:1][C:2]1[CH:7]=[C:6]([Cl:8])[CH:5]=[CH:4][C:3]=1[CH2:9][CH2:10][CH2:11][O:12][C:13]1[C:14]2[N:15]([CH:19]=[C:20]([CH3:22])[N:21]=2)[CH:16]=[CH:17][CH:18]=1.[Cl:23]N1C(=O)CCC1=O. The catalyst class is: 8. Product: [ClH:1].[Cl:23][C:19]1[N:15]2[CH:16]=[CH:17][CH:18]=[C:13]([O:12][CH2:11][CH2:10][CH2:9][C:3]3[CH:4]=[CH:5][C:6]([Cl:8])=[CH:7][C:2]=3[Cl:1])[C:14]2=[N:21][C:20]=1[CH3:22].